From a dataset of Full USPTO retrosynthesis dataset with 1.9M reactions from patents (1976-2016). Predict the reactants needed to synthesize the given product. Given the product [CH:14]1([N:10]2[C:8]3[N:9]=[C:4]([CH:1]4[CH2:2][CH2:3]4)[CH:5]=[C:6]([C:20]([OH:22])=[O:21])[C:7]=3[C:12]([CH3:13])=[N:11]2)[CH2:15][CH2:16][CH2:17][CH2:18][CH2:19]1, predict the reactants needed to synthesize it. The reactants are: [CH:1]1([C:4]2[CH:5]=[C:6]([C:20]([O:22]CC)=[O:21])[C:7]3[C:12]([CH3:13])=[N:11][N:10]([CH:14]4[CH2:19][CH2:18][CH2:17][CH2:16][CH2:15]4)[C:8]=3[N:9]=2)[CH2:3][CH2:2]1.[OH-].[Na+].